Dataset: Reaction yield outcomes from USPTO patents with 853,638 reactions. Task: Predict the reaction yield, written as a fraction of the theoretical maximum amount of product (1.0 means a 100% yield; for example, 0.34 means a 34% yield). The reactants are [I:1]N1C(=O)CCC1=O.[F:9][C:10]1[CH:11]=[CH:12][CH:13]=[C:14]2[C:19]=1[N:18]=[CH:17][CH:16]=[CH:15]2.S([O-])([O-])=O.[Na+].[Na+].O. The catalyst is C(O)(=O)C. The product is [F:9][C:10]1[CH:11]=[CH:12][CH:13]=[C:14]2[C:19]=1[N:18]=[CH:17][C:16]([I:1])=[CH:15]2. The yield is 0.750.